From a dataset of Full USPTO retrosynthesis dataset with 1.9M reactions from patents (1976-2016). Predict the reactants needed to synthesize the given product. (1) The reactants are: [CH3:1][C:2]1[N:3]=[N:4][N:5]([CH2:7][C:8]2[CH:13]=[C:12]([C:14]([F:17])([F:16])[F:15])[CH:11]=[CH:10][C:9]=2/[CH:18]=[CH:19]/[C:20](O)=[O:21])[N:6]=1.[CH3:23][O:24][CH2:25][C@@H:26]1[CH2:30][CH2:29][CH2:28][NH:27]1. Given the product [CH3:23][O:24][CH2:25][C@@H:26]1[CH2:30][CH2:29][CH2:28][N:27]1[C:20](=[O:21])/[CH:19]=[CH:18]/[C:9]1[CH:10]=[CH:11][C:12]([C:14]([F:16])([F:17])[F:15])=[CH:13][C:8]=1[CH2:7][N:5]1[N:4]=[N:3][C:2]([CH3:1])=[N:6]1, predict the reactants needed to synthesize it. (2) The reactants are: Br[C:2]1[CH:32]=[C:31]([F:33])[C:5]([CH2:6][N:7]2[C:15]3[C:10](=[CH:11][CH:12]=[CH:13][CH:14]=3)[C:9]([C:16]3[N:21]=[C:20]([NH:22][C:23]4[CH:28]=[CH:27][N:26]=[CH:25][CH:24]=4)[C:19]([O:29][CH3:30])=[CH:18][N:17]=3)=[N:8]2)=[C:4]([F:34])[CH:3]=1.C([Sn](CCCC)(CCCC)[C:40]([O:42][CH2:43][CH3:44])=[CH2:41])CCC.CN1CCCC1=O. Given the product [CH2:43]([O:42][C:40]([C:2]1[CH:3]=[C:4]([F:34])[C:5]([CH2:6][N:7]2[C:15]3[C:10](=[CH:11][CH:12]=[CH:13][CH:14]=3)[C:9]([C:16]3[N:21]=[C:20]([NH:22][C:23]4[CH:24]=[CH:25][N:26]=[CH:27][CH:28]=4)[C:19]([O:29][CH3:30])=[CH:18][N:17]=3)=[N:8]2)=[C:31]([F:33])[CH:32]=1)=[CH2:41])[CH3:44], predict the reactants needed to synthesize it. (3) Given the product [I:7][C:8]1[CH:9]=[N:10][N:11]([CH:13]2[CH2:18][CH2:5][C:3]3([O:6][CH2:4]3)[CH2:2][CH2:14]2)[CH:12]=1, predict the reactants needed to synthesize it. The reactants are: [K].[CH3:2][C:3]([OH:6])([CH3:5])[CH3:4].[I:7][C:8]1[CH:9]=[N:10][N:11]([CH:13]2[CH2:18]CC(=O)C[CH2:14]2)[CH:12]=1.[Cl-].C[S+](C)(C)=O.CCOC(C)=O. (4) Given the product [C:7]([C:6]1[N:2]([NH:1][C:22](=[O:23])[CH:21]([OH:25])[C:18]2[CH:19]=[CH:20][CH:15]=[CH:16][CH:17]=2)[CH:3]=[C:4]([C:10]([O:12][CH3:13])=[O:11])[CH:5]=1)(=[O:9])[NH2:8], predict the reactants needed to synthesize it. The reactants are: [NH2:1][N:2]1[C:6]([C:7](=[O:9])[NH2:8])=[CH:5][C:4]([C:10]([O:12][CH3:13])=[O:11])=[CH:3]1.F[C:15]1[CH:20]=[CH:19][C:18]([CH:21]2[O:25]C(=O)[O:23][C:22]2=O)=[CH:17][CH:16]=1. (5) Given the product [Cl:37][C:25]1[CH:24]=[C:23]([NH:22][C:14]2[C:13]3[C:18](=[CH:19][CH:20]=[CH:21][C:12]=3[O:11][CH2:10][CH2:9][NH:8][C:4](=[O:5])[CH2:3][N:2]([CH3:7])[CH3:1])[N:17]=[CH:16][N:15]=2)[CH:28]=[CH:27][C:26]=1[O:29][CH2:30][C:31]1[CH:36]=[CH:35][CH:34]=[CH:33][N:32]=1, predict the reactants needed to synthesize it. The reactants are: [CH3:1][N:2]([CH3:7])[CH2:3][C:4](O)=[O:5].[NH2:8][CH2:9][CH2:10][O:11][C:12]1[CH:21]=[CH:20][CH:19]=[C:18]2[C:13]=1[C:14]([NH:22][C:23]1[CH:28]=[CH:27][C:26]([O:29][CH2:30][C:31]3[CH:36]=[CH:35][CH:34]=[CH:33][N:32]=3)=[C:25]([Cl:37])[CH:24]=1)=[N:15][CH:16]=[N:17]2. (6) Given the product [C:17]([O:20][C:21](=[O:22])[N:9]([CH2:8][C:4]1[CH:5]=[N:6][CH:7]=[C:2]([Br:1])[CH:3]=1)[CH2:10][CH:11]1[CH2:15][CH2:14][CH2:13][CH2:12]1)([CH3:19])([CH3:18])[CH3:16], predict the reactants needed to synthesize it. The reactants are: [Br:1][C:2]1[CH:3]=[C:4]([CH2:8][NH:9][CH2:10][CH:11]2[CH2:15][CH2:14][CH2:13][CH2:12]2)[CH:5]=[N:6][CH:7]=1.[CH3:16][C:17]([O:20][C:21](O[C:21]([O:20][C:17]([CH3:19])([CH3:18])[CH3:16])=[O:22])=[O:22])([CH3:19])[CH3:18]. (7) Given the product [Br:8][C:5]1[CH:6]=[CH:7][C:2]([N:9]2[CH2:14][CH2:13][CH:12]([CH2:15][CH2:16][NH:17][C:18](=[O:24])[O:19][C:20]([CH3:22])([CH3:21])[CH3:23])[CH2:11][CH2:10]2)=[N:3][CH:4]=1, predict the reactants needed to synthesize it. The reactants are: Br[C:2]1[CH:7]=[CH:6][C:5]([Br:8])=[CH:4][N:3]=1.[NH:9]1[CH2:14][CH2:13][CH:12]([CH2:15][CH2:16][NH:17][C:18](=[O:24])[O:19][C:20]([CH3:23])([CH3:22])[CH3:21])[CH2:11][CH2:10]1.C(=O)([O-])[O-].[K+].[K+].C(=O)([O-])O.[Na+]. (8) Given the product [CH3:39][S:40]([N:4]1[CH2:5][CH2:6][N:1]([C:7]2[CH:8]=[CH:9][C:10]([NH:13][C:14]([C:16]3[C:17]([C:22]4[CH:27]=[CH:26][C:25]([C:28]([F:29])([F:31])[F:30])=[CH:24][CH:23]=4)=[CH:18][CH:19]=[CH:20][CH:21]=3)=[O:15])=[CH:11][CH:12]=2)[CH2:2][CH2:3]1)(=[O:42])=[O:41], predict the reactants needed to synthesize it. The reactants are: [N:1]1([C:7]2[CH:12]=[CH:11][C:10]([NH:13][C:14]([C:16]3[C:17]([C:22]4[CH:27]=[CH:26][C:25]([C:28]([F:31])([F:30])[F:29])=[CH:24][CH:23]=4)=[CH:18][CH:19]=[CH:20][CH:21]=3)=[O:15])=[CH:9][CH:8]=2)[CH2:6][CH2:5][NH:4][CH2:3][CH2:2]1.CCN(CC)CC.[CH3:39][S:40](Cl)(=[O:42])=[O:41].